This data is from Full USPTO retrosynthesis dataset with 1.9M reactions from patents (1976-2016). The task is: Predict the reactants needed to synthesize the given product. (1) Given the product [OH-:1].[NH4+:3].[NH:30]1[CH2:31][CH2:32][CH:33]([N:36]2[C:49]3[C:44](=[CH:45][CH:46]=[CH:47][CH:48]=3)[C:38]3([CH2:42][CH2:41][NH:40][C:39]3=[O:43])[C:37]2=[O:50])[CH2:34][CH2:35]1, predict the reactants needed to synthesize it. The reactants are: [O:1]=C1C2(CCNC2=O)C2C(=CC=CC=2)[N:3]1C1CCN(C(OC(C)(C)C)=O)CC1.Cl.[NH:30]1[CH2:35][CH2:34][CH:33]([N:36]2[C:49]3[C:44](=[CH:45][CH:46]=[CH:47][CH:48]=3)[C:38]3([CH2:42][CH2:41][NH:40][C:39]3=[O:43])[C:37]2=[O:50])[CH2:32][CH2:31]1. (2) Given the product [CH2:19]([O:21][C:22](=[O:27])[CH2:23][NH:24][C:25]([N:16]1[CH2:17][CH2:18][N:13]([C:6]2[C:5]3[C:10](=[CH:11][C:2]([Cl:1])=[CH:3][CH:4]=3)[N:9]=[C:8]([NH2:12])[CH:7]=2)[CH2:14][CH2:15]1)=[S:26])[CH3:20], predict the reactants needed to synthesize it. The reactants are: [Cl:1][C:2]1[CH:11]=[C:10]2[C:5]([C:6]([N:13]3[CH2:18][CH2:17][NH:16][CH2:15][CH2:14]3)=[CH:7][C:8]([NH2:12])=[N:9]2)=[CH:4][CH:3]=1.[CH2:19]([O:21][C:22](=[O:27])[CH2:23][N:24]=[C:25]=[S:26])[CH3:20].C(N(C(C)C)CC)(C)C. (3) Given the product [O:1]1[CH2:6][CH2:5][CH2:4][CH2:3][CH:2]1[O:7][CH2:8][CH2:9][C:10]1[N:11]=[CH:12][C:13]([NH2:16])=[N:14][CH:15]=1, predict the reactants needed to synthesize it. The reactants are: [O:1]1[CH2:6][CH2:5][CH2:4][CH2:3][CH:2]1[O:7][CH2:8][CH2:9][C:10]1[N:11]=[CH:12][C:13]([NH:16]C(=O)OCC2C=CC=CC=2)=[N:14][CH:15]=1. (4) Given the product [CH:1]([C:4]1[C:8]2[CH:9]=[CH:10][CH:11]=[CH:12][C:7]=2[O:6][C:5]=1[CH2:13][N:14]([CH3:15])[C:29](=[O:31])/[CH:28]=[CH:27]/[C:22]1[CH:23]=[N:24][C:25]2[NH:26][C:17](=[O:16])[CH2:18][CH2:19][C:20]=2[CH:21]=1)([CH3:3])[CH3:2], predict the reactants needed to synthesize it. The reactants are: [CH:1]([C:4]1[C:8]2[CH:9]=[CH:10][CH:11]=[CH:12][C:7]=2[O:6][C:5]=1[CH2:13][NH:14][CH3:15])([CH3:3])[CH3:2].[O:16]=[C:17]1[NH:26][C:25]2[N:24]=[CH:23][C:22](/[CH:27]=[CH:28]/[C:29]([OH:31])=O)=[CH:21][C:20]=2[CH2:19][CH2:18]1.ON1C2C=CC=CC=2N=N1.C(N(C(C)C)CC)(C)C.